From a dataset of Forward reaction prediction with 1.9M reactions from USPTO patents (1976-2016). Predict the product of the given reaction. (1) Given the reactants [N:1]12[CH2:7][C:4]([C:8]([C:17]3[CH:22]=[CH:21][CH:20]=[CH:19][CH:18]=3)([C:11]3[CH:16]=[CH:15][CH:14]=[CH:13][CH:12]=3)[C:9]#[N:10])([CH2:5][CH2:6]1)[CH2:3][CH2:2]2.[Br:23][CH2:24][CH3:25], predict the reaction product. The product is: [Br-:23].[C:9]([C:8]([C:17]1[CH:22]=[CH:21][CH:20]=[CH:19][CH:18]=1)([C:11]1[CH:12]=[CH:13][CH:14]=[CH:15][CH:16]=1)[C:4]12[CH2:7][N+:1]([CH2:24][CH3:25])([CH2:6][CH2:5]1)[CH2:2][CH2:3]2)#[N:10]. (2) Given the reactants Br[C:2]1[C:3]([O:11][CH2:12][C@H:13]2[C@H:18]([C:19]3[CH:24]=[CH:23][C:22]([F:25])=[CH:21][CH:20]=3)[CH2:17][CH2:16][NH:15][CH2:14]2)=[CH:4][C:5]2[O:9][CH2:8][O:7][C:6]=2[CH:10]=1.C1(P(C2C=CC=CC=2)C2C=CC=CC=2)C=CC=CC=1.[CH2:45]([OH:50])[CH2:46][CH2:47][C:48]#[CH:49].C(N(CC)CC)C, predict the reaction product. The product is: [OH:50][CH2:45][CH2:46][CH2:47][C:48]#[C:49][C:2]1[C:3]([O:11][CH2:12][C@H:13]2[C@H:18]([C:19]3[CH:24]=[CH:23][C:22]([F:25])=[CH:21][CH:20]=3)[CH2:17][CH2:16][NH:15][CH2:14]2)=[CH:4][C:5]2[O:9][CH2:8][O:7][C:6]=2[CH:10]=1. (3) Given the reactants Br[CH:2]1[CH2:6][CH2:5][O:4][C:3]1=[O:7].[SH:8][C:9]1[CH:14]=[CH:13][C:12]([CH2:15][OH:16])=[CH:11][CH:10]=1.C(N(CC)CC)C, predict the reaction product. The product is: [OH:16][CH2:15][C:12]1[CH:13]=[CH:14][C:9]([S:8][CH:2]2[CH2:6][CH2:5][O:4][C:3]2=[O:7])=[CH:10][CH:11]=1. (4) Given the reactants [Cl:1][C:2]1[CH:3]=[C:4]([NH:12][C:13]2[N:18]=[CH:17][C:16]([CH2:19][CH2:20][C:21]3[CH:22]=[C:23]4[C:28](=[CH:29][CH:30]=3)[N:27](COCC[Si](C)(C)C)[C:26](=[O:39])[CH:25]=[CH:24]4)=[CH:15][N:14]=2)[CH:5]=[CH:6][C:7]=1[O:8][CH:9]([F:11])[F:10].C(O)(C(F)(F)F)=O, predict the reaction product. The product is: [Cl:1][C:2]1[CH:3]=[C:4]([NH:12][C:13]2[N:18]=[CH:17][C:16]([CH2:19][CH2:20][C:21]3[CH:22]=[C:23]4[C:28](=[CH:29][CH:30]=3)[NH:27][C:26](=[O:39])[CH:25]=[CH:24]4)=[CH:15][N:14]=2)[CH:5]=[CH:6][C:7]=1[O:8][CH:9]([F:10])[F:11]. (5) Given the reactants [CH3:1][N:2]1[CH2:7][CH2:6]O[CH2:4][CH2:3]1.O.O[N:10]1[C:14]2[CH:15]=[CH:16][CH:17]=[CH:18][C:13]=2N=N1.[Cl:19][C:20]1[CH:27]=[CH:26][C:23]([CH2:24][NH2:25])=[CH:22][CH:21]=1.[C:28](=[O:31])([O-])[O-].[Na+].[Na+], predict the reaction product. The product is: [Cl:19][C:20]1[CH:27]=[CH:26][C:23]([CH2:24][NH:25][C:28]([C:13]2[CH:14]=[CH:15][C:18]3[C:13](=[C:14]([N:10]4[CH2:4][CH2:3][N:2]([CH3:1])[CH2:7][CH2:6]4)[CH:15]=[CH:16][CH:17]=3)[CH:18]=2)=[O:31])=[CH:22][CH:21]=1.